The task is: Regression. Given two drug SMILES strings and cell line genomic features, predict the synergy score measuring deviation from expected non-interaction effect.. This data is from NCI-60 drug combinations with 297,098 pairs across 59 cell lines. (1) Drug 1: CNC(=O)C1=CC=CC=C1SC2=CC3=C(C=C2)C(=NN3)C=CC4=CC=CC=N4. Drug 2: CCCCCOC(=O)NC1=NC(=O)N(C=C1F)C2C(C(C(O2)C)O)O. Cell line: HCC-2998. Synergy scores: CSS=1.81, Synergy_ZIP=-4.13, Synergy_Bliss=-9.30, Synergy_Loewe=-12.7, Synergy_HSA=-9.72. (2) Synergy scores: CSS=60.9, Synergy_ZIP=0.158, Synergy_Bliss=-0.0466, Synergy_Loewe=0.515, Synergy_HSA=1.34. Cell line: K-562. Drug 2: CC1=C(C=C(C=C1)NC(=O)C2=CC=C(C=C2)CN3CCN(CC3)C)NC4=NC=CC(=N4)C5=CN=CC=C5. Drug 1: C1CCN(CC1)CCOC2=CC=C(C=C2)C(=O)C3=C(SC4=C3C=CC(=C4)O)C5=CC=C(C=C5)O.